From a dataset of Catalyst prediction with 721,799 reactions and 888 catalyst types from USPTO. Predict which catalyst facilitates the given reaction. (1) Reactant: C(O)(=O)C(C(C(O)=O)O)O.[CH2:11]([O:18][CH2:19][CH2:20][C@H:21]1[CH2:26][CH2:25][C@H:24]([C@H:27]2[CH2:31][CH2:30][CH2:29][NH:28]2)[CH2:23][CH2:22]1)[C:12]1[CH:17]=[CH:16][CH:15]=[CH:14][CH:13]=1. Product: [CH2:11]([O:18][CH2:19][CH2:20][C@H:21]1[CH2:26][CH2:25][C@H:24]([C@H:27]2[CH2:31][CH2:30][CH2:29][NH:28]2)[CH2:23][CH2:22]1)[C:12]1[CH:17]=[CH:16][CH:15]=[CH:14][CH:13]=1. The catalyst class is: 74. (2) Reactant: [O:1]1[C:5]2[CH:6]=[CH:7][C:8]([CH:10]=O)=[CH:9][C:4]=2[CH2:3][CH2:2]1.Cl.[NH2:13]O.[OH-].[K+]. Product: [O:1]1[C:5]2[CH:6]=[CH:7][C:8]([C:10]#[N:13])=[CH:9][C:4]=2[CH2:3][CH2:2]1. The catalyst class is: 106. (3) The catalyst class is: 7. Reactant: [Cl:1][C:2]1[CH:22]=[C:21]([Cl:23])[CH:20]=[CH:19][C:3]=1[O:4][C:5]1[C:10]([CH2:11][CH2:12][CH2:13][OH:14])=[CH:9][CH:8]=[C:7]([O:15][CH:16]([CH3:18])[CH3:17])[N:6]=1.[CH2:24]([N:31]1[CH:35]=[C:34]([CH2:36][C:37]([O:39]C)=[O:38])[C:33](O)=[N:32]1)[C:25]1[CH:30]=[CH:29][CH:28]=[CH:27][CH:26]=1.C(P(CCCC)CCCC)CCC.N(C(N1CCCCC1)=O)=NC(N1CCCCC1)=O.O1CCCC1CO.[OH-].[Na+].Cl. Product: [CH2:24]([N:31]1[CH:35]=[C:34]([CH2:36][C:37]([OH:39])=[O:38])[C:33]([O:14][CH2:13][CH2:12][CH2:11][C:10]2[C:5]([O:4][C:3]3[CH:19]=[CH:20][C:21]([Cl:23])=[CH:22][C:2]=3[Cl:1])=[N:6][C:7]([O:15][CH:16]([CH3:18])[CH3:17])=[CH:8][CH:9]=2)=[N:32]1)[C:25]1[CH:30]=[CH:29][CH:28]=[CH:27][CH:26]=1. (4) Reactant: [Cl:1][C:2]1[CH:7]=[CH:6][C:5]([C:8]2[C:9]([NH:33][NH:34][C:35](=O)[CH2:36][CH3:37])=[N:10][N:11]([CH2:21][C:22]3[C:23]([CH3:32])=[N:24][C:25]([C:28]([F:31])([F:30])[F:29])=[CH:26][CH:27]=3)[C:12](=[O:20])[C:13]=2[C:14]2[CH:19]=[CH:18][N:17]=[CH:16][CH:15]=2)=[CH:4][CH:3]=1.O=P(Cl)(Cl)Cl. The catalyst class is: 11. Product: [Cl:1][C:2]1[CH:7]=[CH:6][C:5]([C:8]2[C:9]3[N:10]([C:35]([CH2:36][CH3:37])=[N:34][N:33]=3)[N:11]([CH2:21][C:22]3[C:23]([CH3:32])=[N:24][C:25]([C:28]([F:30])([F:31])[F:29])=[CH:26][CH:27]=3)[C:12](=[O:20])[C:13]=2[C:14]2[CH:19]=[CH:18][N:17]=[CH:16][CH:15]=2)=[CH:4][CH:3]=1.